Dataset: CYP1A2 inhibition data for predicting drug metabolism from PubChem BioAssay. Task: Regression/Classification. Given a drug SMILES string, predict its absorption, distribution, metabolism, or excretion properties. Task type varies by dataset: regression for continuous measurements (e.g., permeability, clearance, half-life) or binary classification for categorical outcomes (e.g., BBB penetration, CYP inhibition). Dataset: cyp1a2_veith. (1) The result is 1 (inhibitor). The drug is O=c1c(-c2ccc(F)c(F)c2)nc2cncnc2n1Cc1ccccc1Cl. (2) The molecule is CCn1c2ccccc2c2cnc(N=CN(C)C)c(C#N)c21. The result is 1 (inhibitor). (3) The molecule is O=c1c(-c2ccc(F)c(F)c2)nc2cncnc2n1C1CC1. The result is 1 (inhibitor). (4) The drug is c1cncc(-c2nc(NCCN3CCOCC3)c3ccccc3n2)c1. The result is 1 (inhibitor). (5) The molecule is COc1ccc(C(C(=O)NC(C)(C)C)N(C(=O)CNC(=O)c2cccs2)c2ccc(C(C)C)cc2)cc1OC. The result is 0 (non-inhibitor). (6) The molecule is O=C(O)[C@H]1CCCN(CCC=C(c2ccccc2)c2ccccc2)C1. The result is 0 (non-inhibitor). (7) The molecule is O=C(O)c1ccccc1O.Oc1cccc2cccnc12. The result is 0 (non-inhibitor). (8) The compound is Cc1ccc(C(=O)NCC2CCCO2)cc1N1CCCC1=O. The result is 0 (non-inhibitor).